From a dataset of Reaction yield outcomes from USPTO patents with 853,638 reactions. Predict the reaction yield, written as a fraction of the theoretical maximum amount of product (1.0 means a 100% yield; for example, 0.34 means a 34% yield). The reactants are [ClH:1].[CH2:2]([CH:6]1[N:18]2[C:9](=[N:10][C:11]3[C:16]([C:17]2=[O:19])=[CH:15][CH:14]=[CH:13][CH:12]=3)[N:8]([CH2:20][C:21]2[CH:26]=[CH:25][C:24]([N:27]3[CH2:32][CH2:31][N:30](C(OC(C)(C)C)=O)[CH2:29][CH2:28]3)=[CH:23][CH:22]=2)[C:7]1=[O:40])[CH:3]([CH3:5])[CH3:4]. The catalyst is O1CCOCC1. The product is [ClH:1].[CH2:2]([CH:6]1[N:18]2[C:9](=[N:10][C:11]3[C:16]([C:17]2=[O:19])=[CH:15][CH:14]=[CH:13][CH:12]=3)[N:8]([CH2:20][C:21]2[CH:26]=[CH:25][C:24]([N:27]3[CH2:32][CH2:31][NH:30][CH2:29][CH2:28]3)=[CH:23][CH:22]=2)[C:7]1=[O:40])[CH:3]([CH3:5])[CH3:4]. The yield is 0.900.